Regression/Classification. Given a drug SMILES string, predict its absorption, distribution, metabolism, or excretion properties. Task type varies by dataset: regression for continuous measurements (e.g., permeability, clearance, half-life) or binary classification for categorical outcomes (e.g., BBB penetration, CYP inhibition). Dataset: cyp1a2_veith. From a dataset of CYP1A2 inhibition data for predicting drug metabolism from PubChem BioAssay. (1) The compound is COC(=O)[C@@]1(Cc2ccccc2)[C@H]2c3cc(C(=O)N(C)C)n(Cc4cc(C)n(C)n4)c3C[C@H]2CN1C(=O)c1ccccc1. The result is 0 (non-inhibitor). (2) The drug is NCCSCCC(=O)O. The result is 0 (non-inhibitor). (3) The molecule is COc1ccc(O[C@H]2C=C[C@@H](c3ccccc3)O[C@H]2COC(=O)N2CCCCC2)cc1. The result is 0 (non-inhibitor). (4) The molecule is CC1(C)CC(=O)C([C@H]2C3=C(CC(C)(C)CC3=O)Oc3ccccc32)C(=O)C1. The result is 0 (non-inhibitor). (5) The compound is COCCn1c(=O)c(-c2cccs2)nc2cnc(Oc3cccc(Cl)c3)nc21. The result is 1 (inhibitor). (6) The drug is COc1cccc(-c2cncnc2NCc2cccc(C)c2)c1. The result is 1 (inhibitor).